Predict which catalyst facilitates the given reaction. From a dataset of Catalyst prediction with 721,799 reactions and 888 catalyst types from USPTO. Reactant: C([O-])([O-])=O.[K+].[K+].F[C:8]1[CH:13]=[C:12]([C:14]([F:17])([F:16])[F:15])[CH:11]=[CH:10][C:9]=1[N+:18]([O-:20])=[O:19].[CH3:21][O:22][C:23]([C@H:25]1[CH2:30][CH2:29][C@H:28]([CH2:31][NH2:32])[CH2:27][CH2:26]1)=[O:24]. Product: [CH3:21][O:22][C:23]([C@H:25]1[CH2:30][CH2:29][C@H:28]([CH2:31][NH:32][C:8]2[CH:13]=[C:12]([C:14]([F:17])([F:16])[F:15])[CH:11]=[CH:10][C:9]=2[N+:18]([O-:20])=[O:19])[CH2:27][CH2:26]1)=[O:24]. The catalyst class is: 3.